This data is from Merck oncology drug combination screen with 23,052 pairs across 39 cell lines. The task is: Regression. Given two drug SMILES strings and cell line genomic features, predict the synergy score measuring deviation from expected non-interaction effect. (1) Cell line: UACC62. Synergy scores: synergy=-18.7. Drug 1: Cn1nnc2c(C(N)=O)ncn2c1=O. Drug 2: CC(C)CC(NC(=O)C(Cc1ccccc1)NC(=O)c1cnccn1)B(O)O. (2) Drug 1: COC12C(COC(N)=O)C3=C(C(=O)C(C)=C(N)C3=O)N1CC1NC12. Drug 2: Cc1nc(Nc2ncc(C(=O)Nc3c(C)cccc3Cl)s2)cc(N2CCN(CCO)CC2)n1. Cell line: RPMI7951. Synergy scores: synergy=20.8. (3) Synergy scores: synergy=26.6. Drug 1: CCC1(O)CC2CN(CCc3c([nH]c4ccccc34)C(C(=O)OC)(c3cc4c(cc3OC)N(C)C3C(O)(C(=O)OC)C(OC(C)=O)C5(CC)C=CCN6CCC43C65)C2)C1. Cell line: DLD1. Drug 2: N#Cc1ccc(Cn2cncc2CN2CCN(c3cccc(Cl)c3)C(=O)C2)cc1. (4) Drug 1: CN(Cc1cnc2nc(N)nc(N)c2n1)c1ccc(C(=O)NC(CCC(=O)O)C(=O)O)cc1. Cell line: HCT116. Synergy scores: synergy=-21.1. Drug 2: CS(=O)(=O)CCNCc1ccc(-c2ccc3ncnc(Nc4ccc(OCc5cccc(F)c5)c(Cl)c4)c3c2)o1. (5) Drug 1: O=S1(=O)NC2(CN1CC(F)(F)F)C1CCC2Cc2cc(C=CCN3CCC(C(F)(F)F)CC3)ccc2C1. Drug 2: CCC1(O)C(=O)OCc2c1cc1n(c2=O)Cc2cc3c(CN(C)C)c(O)ccc3nc2-1. Cell line: CAOV3. Synergy scores: synergy=14.9. (6) Drug 1: CCN(CC)CCNC(=O)c1c(C)[nH]c(C=C2C(=O)Nc3ccc(F)cc32)c1C. Drug 2: CCc1cnn2c(NCc3ccc[n+]([O-])c3)cc(N3CCCCC3CCO)nc12. Cell line: A2058. Synergy scores: synergy=5.66. (7) Drug 1: NC(=O)c1cccc2cn(-c3ccc(C4CCCNC4)cc3)nc12. Drug 2: CNC(=O)c1cc(Oc2ccc(NC(=O)Nc3ccc(Cl)c(C(F)(F)F)c3)cc2)ccn1. Cell line: EFM192B. Synergy scores: synergy=3.61. (8) Drug 1: O=S1(=O)NC2(CN1CC(F)(F)F)C1CCC2Cc2cc(C=CCN3CCC(C(F)(F)F)CC3)ccc2C1. Drug 2: C#Cc1cccc(Nc2ncnc3cc(OCCOC)c(OCCOC)cc23)c1. Cell line: RKO. Synergy scores: synergy=-3.43. (9) Drug 1: N#Cc1ccc(Cn2cncc2CN2CCN(c3cccc(Cl)c3)C(=O)C2)cc1. Drug 2: O=C(O)C1(Cc2cccc(Nc3nccs3)n2)CCC(Oc2cccc(Cl)c2F)CC1. Cell line: MSTO. Synergy scores: synergy=9.86. (10) Drug 1: CN(C)C(=N)N=C(N)N. Drug 2: CC1(c2nc3c(C(N)=O)cccc3[nH]2)CCCN1. Cell line: OV90. Synergy scores: synergy=2.61.